Dataset: Catalyst prediction with 721,799 reactions and 888 catalyst types from USPTO. Task: Predict which catalyst facilitates the given reaction. Reactant: [NH2:1][C@H:2]([C:5]1[N:14]([C:15]2[CH:20]=[CH:19][CH:18]=[C:17]([O:21][CH2:22][C:23]([F:26])([F:25])[F:24])[CH:16]=2)[C:13](=[O:27])[C:12]2[C:7](=[CH:8][CH:9]=[CH:10][C:11]=2[F:28])[N:6]=1)[CH2:3][CH3:4].Br[C:30]1[N:38]=[CH:37][N:36]=[C:35]2[C:31]=1[N:32]=[CH:33][NH:34]2.C(N(C(C)C)CC)(C)C. Product: [N:38]1[C:30]([NH:1][C@H:2]([C:5]2[N:14]([C:15]3[CH:20]=[CH:19][CH:18]=[C:17]([O:21][CH2:22][C:23]([F:26])([F:24])[F:25])[CH:16]=3)[C:13](=[O:27])[C:12]3[C:7](=[CH:8][CH:9]=[CH:10][C:11]=3[F:28])[N:6]=2)[CH2:3][CH3:4])=[C:31]2[C:35]([NH:34][CH:33]=[N:32]2)=[N:36][CH:37]=1. The catalyst class is: 218.